From a dataset of Reaction yield outcomes from USPTO patents with 853,638 reactions. Predict the reaction yield, written as a fraction of the theoretical maximum amount of product (1.0 means a 100% yield; for example, 0.34 means a 34% yield). (1) The reactants are Br[C:2]1[CH:3]=[C:4]2[C:8](=[CH:9][CH:10]=1)[NH:7][C:6](=[O:11])[C:5]12[CH2:15][CH2:14][CH2:13][CH2:12]1.[C:16]([O:20][C:21]([N:23]1[CH:27]=[CH:26][CH:25]=[C:24]1B(O)O)=[O:22])([CH3:19])([CH3:18])[CH3:17].C(=O)([O-])[O-].[K+].[K+]. The catalyst is COCCOC.O.C1C=CC([P]([Pd]([P](C2C=CC=CC=2)(C2C=CC=CC=2)C2C=CC=CC=2)([P](C2C=CC=CC=2)(C2C=CC=CC=2)C2C=CC=CC=2)[P](C2C=CC=CC=2)(C2C=CC=CC=2)C2C=CC=CC=2)(C2C=CC=CC=2)C2C=CC=CC=2)=CC=1. The product is [O:11]=[C:6]1[C:5]2([CH2:15][CH2:14][CH2:13][CH2:12]2)[C:4]2[C:8](=[CH:9][CH:10]=[C:2]([C:24]3[N:23]([C:21]([O:20][C:16]([CH3:19])([CH3:18])[CH3:17])=[O:22])[CH:27]=[CH:26][CH:25]=3)[CH:3]=2)[NH:7]1. The yield is 0.830. (2) The reactants are [C:1]([O:4][C:5]1[CH:6]=[C:7]2[C:12](=[CH:13][C:14]=1[O:15][CH3:16])[N:11]=[CH:10][N:9]=[C:8]2[Cl:17])(=[O:3])[CH3:2].[C:18]([C:20]1[CH:21]=[C:22]([NH2:26])[CH:23]=[CH:24][CH:25]=1)#[CH:19]. The catalyst is C(O)(C)C. The product is [ClH:17].[C:1]([O:4][C:5]1[CH:6]=[C:7]2[C:12](=[CH:13][C:14]=1[O:15][CH3:16])[N:11]=[CH:10][N:9]=[C:8]2[NH:26][C:22]1[CH:23]=[CH:24][CH:25]=[C:20]([C:18]#[CH:19])[CH:21]=1)(=[O:3])[CH3:2]. The yield is 0.680. (3) The reactants are [F:1][C:2]1[C:3]([CH3:9])=[CH:4][C:5]([NH2:8])=[N:6][CH:7]=1.[C:10](O[C:10]([O:12][C:13]([CH3:16])([CH3:15])[CH3:14])=[O:11])([O:12][C:13]([CH3:16])([CH3:15])[CH3:14])=[O:11]. The catalyst is C(O)(C)(C)C.O1CCCC1. The product is [F:1][C:2]1[C:3]([CH3:9])=[CH:4][C:5]([NH:8][C:10](=[O:11])[O:12][C:13]([CH3:16])([CH3:15])[CH3:14])=[N:6][CH:7]=1. The yield is 0.660. (4) The reactants are [CH3:1][N:2]1[CH:6]=[C:5]([CH:7]=O)[CH:4]=[N:3]1.[C:9](Br)(Br)([Br:11])[Br:10].C1C=CC(P(C2C=CC=CC=2)C2C=CC=CC=2)=CC=1. The catalyst is C(Cl)Cl. The product is [Br:10][C:9]([Br:11])=[CH:7][C:5]1[CH:4]=[N:3][N:2]([CH3:1])[CH:6]=1. The yield is 0.710. (5) The reactants are Br[C:2]1[CH:7]=[CH:6][C:5]([C:8]([CH3:17])([CH3:16])[C:9]([NH:11][CH2:12][CH:13]([CH3:15])[CH3:14])=[O:10])=[CH:4][CH:3]=1.[CH:18]([C:20]1[CH:25]=[CH:24][CH:23]=[CH:22][C:21]=1B(O)O)=[O:19]. No catalyst specified. The product is [CH:18]([C:20]1[CH:25]=[CH:24][CH:23]=[CH:22][C:21]=1[C:2]1[CH:7]=[CH:6][C:5]([C:8]([CH3:17])([CH3:16])[C:9]([NH:11][CH2:12][CH:13]([CH3:15])[CH3:14])=[O:10])=[CH:4][CH:3]=1)=[O:19]. The yield is 0.590. (6) The reactants are [CH3:1][C:2]1[CH:3]=[C:4]([C:8]2[C:16]3[O:15][CH:14]([CH2:17][NH2:18])[CH2:13][C:12]=3[CH:11]=[CH:10][CH:9]=2)[CH:5]=[CH:6][CH:7]=1.C(N(C(C)C)CC)(C)C.Cl[C:29]([O:31][CH2:32][C:33]1[CH:38]=[CH:37][CH:36]=[CH:35][CH:34]=1)=[O:30].C1(C2C3OC(CNC(=O)OCC4C=CC=CC=4)CC=3C=CC=2)CCCC1. No catalyst specified. The product is [CH2:32]([O:31][C:29](=[O:30])[NH:18][CH2:17][CH:14]1[CH2:13][C:12]2[CH:11]=[CH:10][CH:9]=[C:8]([C:4]3[CH:5]=[CH:6][CH:7]=[C:2]([CH3:1])[CH:3]=3)[C:16]=2[O:15]1)[C:33]1[CH:38]=[CH:37][CH:36]=[CH:35][CH:34]=1. The yield is 0.580. (7) The reactants are [C:1]([O:4][C@H:5]1[CH2:22][CH2:21][C@@:20]2([CH3:23])[C:7](=[CH:8][CH2:9][C@@H:10]3[C@@H:19]2[CH2:18][CH2:17][C@@:15]2([CH3:16])[C@H:11]3[CH2:12][C:13]([CH:25]=[O:26])=[C:14]2Cl)[CH2:6]1)(=[O:3])[CH3:2].[NH:27]1[CH:31]=[CH:30][N:29]=[N:28]1.C([O-])([O-])=O.[K+].[K+]. The catalyst is CN(C=O)C. The product is [C:1]([O:4][C@H:5]1[CH2:22][CH2:21][C@@:20]2([CH3:23])[C:7](=[CH:8][CH2:9][C@@H:10]3[C@@H:19]2[CH2:18][CH2:17][C@@:15]2([CH3:16])[C@H:11]3[CH2:12][C:13]([CH:25]=[O:26])=[C:14]2[N:28]2[N:29]=[CH:30][CH:31]=[N:27]2)[CH2:6]1)(=[O:3])[CH3:2]. The yield is 0.280.